Task: Predict the product of the given reaction.. Dataset: Forward reaction prediction with 1.9M reactions from USPTO patents (1976-2016) Given the reactants Cl.[CH3:2][N:3]1[CH:7]=[C:6]([C:8]2[N:13]=[C:12]([C:14]3[CH:15]=[N:16][N:17]([C:19]4([CH2:23][C:24]#[N:25])[CH2:22][NH:21][CH2:20]4)[CH:18]=3)[N:11]3[CH:26]=[CH:27][N:28]=[C:10]3[CH:9]=2)[CH:5]=[N:4]1.[O:29]1[CH2:32][C:31](=O)[CH2:30]1.C(O)(=O)C.C([BH3-])#N.[Na+], predict the reaction product. The product is: [CH3:2][N:3]1[CH:7]=[C:6]([C:8]2[N:13]=[C:12]([C:14]3[CH:15]=[N:16][N:17]([C:19]4([CH2:23][C:24]#[N:25])[CH2:22][N:21]([CH:31]5[CH2:32][O:29][CH2:30]5)[CH2:20]4)[CH:18]=3)[N:11]3[CH:26]=[CH:27][N:28]=[C:10]3[CH:9]=2)[CH:5]=[N:4]1.